This data is from Full USPTO retrosynthesis dataset with 1.9M reactions from patents (1976-2016). The task is: Predict the reactants needed to synthesize the given product. (1) Given the product [Cl:19][C:3]1[CH:4]=[C:5]([NH:12][C:13]2[N:17]=[C:16]([NH2:18])[NH:15][N:14]=2)[CH:6]=[C:7]([C:8]([F:11])([F:10])[F:9])[C:2]=1[C:56]1[CH:57]=[CH:58][C:53]([S:50]([CH:47]2[CH2:49][CH2:48]2)(=[O:51])=[O:52])=[CH:54][CH:55]=1, predict the reactants needed to synthesize it. The reactants are: Br[C:2]1[C:7]([C:8]([F:11])([F:10])[F:9])=[CH:6][C:5]([NH:12][C:13]2[N:17]=[C:16]([NH2:18])[NH:15][N:14]=2)=[CH:4][C:3]=1[Cl:19].CN1C(C)(C)CC(SC2C=CC(B3OC(C)(C)C(C)(C)O3)=CC=2)CC1(C)C.[CH:47]1([S:50]([C:53]2[CH:58]=[CH:57][C:56](B(O)O)=[CH:55][CH:54]=2)(=[O:52])=[O:51])[CH2:49][CH2:48]1.C([O-])([O-])=O.[K+].[K+]. (2) Given the product [Cl:1][C:2]1[CH:3]=[C:4]([C:9]2([C:26]([F:28])([F:27])[F:29])[O:13][CH:12]=[C:11]([C:14]3[CH:25]=[CH:24][C:17]4[C:18]5([CH2:23][N:22]([C:44](=[O:45])[CH2:43][S:40]([CH3:39])(=[O:42])=[O:41])[CH2:21]5)[O:19][CH2:20][C:16]=4[CH:15]=3)[CH2:10]2)[CH:5]=[C:6]([Cl:8])[CH:7]=1, predict the reactants needed to synthesize it. The reactants are: [Cl:1][C:2]1[CH:3]=[C:4]([C:9]2([C:26]([F:29])([F:28])[F:27])[O:13][CH:12]=[C:11]([C:14]3[CH:25]=[CH:24][C:17]4[C:18]5([CH2:23][NH:22][CH2:21]5)[O:19][CH2:20][C:16]=4[CH:15]=3)[CH2:10]2)[CH:5]=[C:6]([Cl:8])[CH:7]=1.CCN(C(C)C)C(C)C.[CH3:39][S:40]([CH2:43][C:44](O)=[O:45])(=[O:42])=[O:41].C(P1(=O)OP(CCC)(=O)OP(CCC)(=O)O1)CC. (3) Given the product [CH2:10]([N:7]1[CH2:8][CH2:9][CH:4]([N:21]([CH3:20])[CH3:24])[C:5]([CH2:18][CH3:19])([CH3:17])[CH2:6]1)[C:11]1[CH:16]=[CH:15][CH:14]=[CH:13][CH:12]=1, predict the reactants needed to synthesize it. The reactants are: C=O.N[CH:4]1[CH2:9][CH2:8][N:7]([CH2:10][C:11]2[CH:16]=[CH:15][CH:14]=[CH:13][CH:12]=2)[CH2:6][C:5]1([CH2:18][CH3:19])[CH3:17].[C:20]([BH3-])#[N:21].[Na+].[C:24](O)(=O)C. (4) The reactants are: C(N(CC)CC)C.[ClH:8].Cl.[N:10]1[C:19]2[C:14](=[CH:15][C:16]([C:20]3([C:23]4[N:27]5[CH:28]=[C:29]([C:32]6[CH:40]=[CH:39][C:35]([C:36](O)=[O:37])=[CH:34][CH:33]=6)[CH:30]=[N:31][C:26]5=[N:25][CH:24]=4)[CH2:22][CH2:21]3)=[CH:17][CH:18]=2)[CH:13]=[CH:12][CH:11]=1.Cl.[NH2:42][C@@H:43]([C:51]([CH3:54])([CH3:53])[CH3:52])[C:44]([O:46]C(C)(C)C)=[O:45].F[P-](F)(F)(F)(F)F.N1(O[P+](N(C)C)(N(C)C)N(C)C)C2C=CC=CC=2N=N1. Given the product [ClH:8].[ClH:8].[CH3:54][C:51]([CH3:52])([CH3:53])[C@H:43]([NH:42][C:36](=[O:37])[C:35]1[CH:39]=[CH:40][C:32]([C:29]2[CH:30]=[N:31][C:26]3[N:27]([C:23]([C:20]4([C:16]5[CH:15]=[C:14]6[C:19](=[CH:18][CH:17]=5)[N:10]=[CH:11][CH:12]=[CH:13]6)[CH2:22][CH2:21]4)=[CH:24][N:25]=3)[CH:28]=2)=[CH:33][CH:34]=1)[C:44]([OH:46])=[O:45], predict the reactants needed to synthesize it. (5) Given the product [C:15]([O:14][C:12]([N:4]1[C:5]2[C:10](=[CH:9][C:8]([NH:11][C:20]([NH:19][CH2:22][CH2:23][C:24]3[CH:29]=[CH:28][CH:27]=[C:26]([O:30][CH3:31])[CH:25]=3)=[O:21])=[CH:7][CH:6]=2)[C:2]([NH2:1])=[N:3]1)=[O:13])([CH3:18])([CH3:17])[CH3:16], predict the reactants needed to synthesize it. The reactants are: [NH2:1][C:2]1[C:10]2[C:5](=[CH:6][CH:7]=[C:8]([NH2:11])[CH:9]=2)[N:4]([C:12]([O:14][C:15]([CH3:18])([CH3:17])[CH3:16])=[O:13])[N:3]=1.[N:19]([CH2:22][CH2:23][C:24]1[CH:29]=[CH:28][CH:27]=[C:26]([O:30][CH3:31])[CH:25]=1)=[C:20]=[O:21]. (6) The reactants are: [NH2:1][C:2]1[CH:7]=[CH:6][C:5]([C:8]([C:10]([C:12]2[CH:17]=[CH:16][C:15]([NH2:18])=[CH:14][CH:13]=2)=O)=O)=[CH:4][CH:3]=1.[C:19]1([NH2:26])[CH:24]=[CH:23][CH:22]=[CH:21][C:20]=1[NH2:25]. Given the product [NH2:1][C:2]1[CH:7]=[CH:6][C:5]([C:8]2[C:10]([C:12]3[CH:17]=[CH:16][C:15]([NH2:18])=[CH:14][CH:13]=3)=[N:26][C:19]3[C:20](=[CH:21][CH:22]=[CH:23][CH:24]=3)[N:25]=2)=[CH:4][CH:3]=1, predict the reactants needed to synthesize it. (7) Given the product [CH2:1]([N:8]([CH3:21])[C:9]([NH:11][C@@H:12]([C:17]([CH3:19])([CH3:18])[CH3:20])[C:13]([OH:15])=[O:14])=[O:10])[C:2]1[CH:3]=[CH:4][CH:5]=[CH:6][CH:7]=1, predict the reactants needed to synthesize it. The reactants are: [CH2:1]([N:8]([CH3:21])[C:9]([NH:11][C@@H:12]([C:17]([CH3:20])([CH3:19])[CH3:18])[C:13]([O:15]C)=[O:14])=[O:10])[C:2]1[CH:7]=[CH:6][CH:5]=[CH:4][CH:3]=1.[OH-].[Li+].Cl.